From a dataset of Catalyst prediction with 721,799 reactions and 888 catalyst types from USPTO. Predict which catalyst facilitates the given reaction. (1) Reactant: Br[C:2]1[C:3]([CH3:21])=[N:4][N:5]([CH2:14][C:15]2[CH:19]=[C:18]([CH3:20])[O:17][N:16]=2)[C:6]=1[C:7]1[CH:12]=[CH:11][C:10]([F:13])=[CH:9][CH:8]=1.CC1(C)C(C)(C)OB([C:30]2[CH:31]=[CH:32][C:33]3[O:38][CH2:37][C:36](=[O:39])[NH:35][C:34]=3[CH:40]=2)O1.C(=O)([O-])[O-].[Cs+].[Cs+].O. Product: [F:13][C:10]1[CH:11]=[CH:12][C:7]([C:6]2[N:5]([CH2:14][C:15]3[CH:19]=[C:18]([CH3:20])[O:17][N:16]=3)[N:4]=[C:3]([CH3:21])[C:2]=2[C:30]2[CH:31]=[CH:32][C:33]3[O:38][CH2:37][C:36](=[O:39])[NH:35][C:34]=3[CH:40]=2)=[CH:8][CH:9]=1. The catalyst class is: 7. (2) Reactant: C(O)(=O)C.[NH2:5][CH2:6][CH:7]1[O:11][C:10](=[O:12])[N:9]([C:13]2[CH:18]=[CH:17][C:16]([N:19]3[CH2:24][CH2:23][O:22][CH2:21][C:20]3=[O:25])=[CH:15][CH:14]=2)[CH2:8]1.[OH-].[Na+].ClCCl. Product: [NH2:5][CH2:6][CH:7]1[O:11][C:10](=[O:12])[N:9]([C:13]2[CH:18]=[CH:17][C:16]([N:19]3[CH2:24][CH2:23][O:22][CH2:21][C:20]3=[O:25])=[CH:15][CH:14]=2)[CH2:8]1. The catalyst class is: 6. (3) Reactant: [C:1]([O:5][C:6]([NH:8][C:9]1[CH:10]=[N:11][CH:12]=[CH:13][C:14]=1[C@H:15]1[CH2:20][C@@H:19]([NH:21][C:22](=[O:28])[O:23][C:24]([CH3:27])([CH3:26])[CH3:25])[C@H:18]([OH:29])[C@@H:17]([CH3:30])[CH2:16]1)=[O:7])([CH3:4])([CH3:3])[CH3:2].[CH3:31][S:32](Cl)(=[O:34])=[O:33]. Product: [CH3:31][S:32]([O:29][C@@H:18]1[C@@H:17]([CH3:30])[CH2:16][C@@H:15]([C:14]2[CH:13]=[CH:12][N:11]=[CH:10][C:9]=2[NH:8][C:6]([O:5][C:1]([CH3:4])([CH3:2])[CH3:3])=[O:7])[CH2:20][C@H:19]1[NH:21][C:22]([O:23][C:24]([CH3:27])([CH3:26])[CH3:25])=[O:28])(=[O:34])=[O:33]. The catalyst class is: 17. (4) Reactant: [NH2:1][C:2]1[N:7]=[CH:6][N:5]=[C:4]2[N:8]([C@@H:26]3[CH2:31][CH2:30][CH2:29][N:28]([C:32](=[O:36])[CH2:33][C:34]#[N:35])[CH2:27]3)[N:9]=[C:10]([C:11]3[CH:16]=[CH:15][C:14]([O:17][C:18]4[C:23]([F:24])=[CH:22][CH:21]=[CH:20][C:19]=4[F:25])=[CH:13][CH:12]=3)[C:3]=12.N1[CH2:42][CH2:41][CH2:40][CH2:39]C1.C1(C=O)CC1. Product: [NH2:1][C:2]1[N:7]=[CH:6][N:5]=[C:4]2[N:8]([C@@H:26]3[CH2:31][CH2:30][CH2:29][N:28]([C:32]([C:33](=[CH:39][CH:40]4[CH2:42][CH2:41]4)[C:34]#[N:35])=[O:36])[CH2:27]3)[N:9]=[C:10]([C:11]3[CH:16]=[CH:15][C:14]([O:17][C:18]4[C:23]([F:24])=[CH:22][CH:21]=[CH:20][C:19]=4[F:25])=[CH:13][CH:12]=3)[C:3]=12. The catalyst class is: 5. (5) Reactant: OI1(=O)C2C=CC=CC=2C(=O)O1.[Br:13][C:14]1[CH:41]=[CH:40][C:17]([CH2:18][C@@:19]23[CH2:38][C@@H:37]([OH:39])[CH2:36][N:20]2[S:21](=[O:35])(=[O:34])[C:22]([C:26]2[CH:31]=[C:30]([Cl:32])[CH:29]=[C:28]([Cl:33])[CH:27]=2)=[C:23]3[O:24][CH3:25])=[CH:16][CH:15]=1. Product: [Br:13][C:14]1[CH:15]=[CH:16][C:17]([CH2:18][C@@:19]23[CH2:38][C:37](=[O:39])[CH2:36][N:20]2[S:21](=[O:34])(=[O:35])[C:22]([C:26]2[CH:27]=[C:28]([Cl:33])[CH:29]=[C:30]([Cl:32])[CH:31]=2)=[C:23]3[O:24][CH3:25])=[CH:40][CH:41]=1. The catalyst class is: 25. (6) The catalyst class is: 330. Reactant: I[C:2]1[C:3]([CH:11]([CH3:13])[CH3:12])=[N:4][N:5]2[CH:10]=[CH:9][CH:8]=[CH:7][C:6]=12.CC1(C)C(C)(C)OB([C:22]2[CH:23]=[N:24][N:25](C(OC(C)(C)C)=O)[CH:26]=2)O1.C(#N)C.C([O-])(O)=O.[Na+]. Product: [CH:11]([C:3]1[C:2]([C:22]2[CH:23]=[N:24][NH:25][CH:26]=2)=[C:6]2[CH:7]=[CH:8][CH:9]=[CH:10][N:5]2[N:4]=1)([CH3:13])[CH3:12]. (7) Reactant: [S:1](=[O:5])(=O)([OH:3])[OH:2].[CH3:6][O:7][C:8]1[CH:13]=[CH:12][CH:11]=[CH:10][CH:9]=1.CCOCC. Product: [CH3:6][O:7][C:8]1[CH:13]=[CH:12][CH:11]=[CH:10][C:9]=1[S:1]([OH:3])(=[O:5])=[O:2]. The catalyst class is: 6. (8) Reactant: Cl[C:2]1[C:7](Cl)=[CH:6][CH:5]=[CH:4][N:3]=1.C[C@@H:10]1[CH2:15][NH:14][CH2:13][CH2:12][NH:11]1.C([O-])([O-])=O.[K+].[K+]. Product: [N:3]1[CH:4]=[CH:5][CH:6]=[CH:7][C:2]=1[N:11]1[CH2:12][CH2:13][NH:14][CH2:15][CH2:10]1. The catalyst class is: 287.